This data is from NCI-60 drug combinations with 297,098 pairs across 59 cell lines. The task is: Regression. Given two drug SMILES strings and cell line genomic features, predict the synergy score measuring deviation from expected non-interaction effect. (1) Drug 1: CC1CCC2CC(C(=CC=CC=CC(CC(C(=O)C(C(C(=CC(C(=O)CC(OC(=O)C3CCCCN3C(=O)C(=O)C1(O2)O)C(C)CC4CCC(C(C4)OC)O)C)C)O)OC)C)C)C)OC. Drug 2: CC(C)NC(=O)C1=CC=C(C=C1)CNNC.Cl. Cell line: HL-60(TB). Synergy scores: CSS=-0.349, Synergy_ZIP=-3.57, Synergy_Bliss=-5.15, Synergy_Loewe=-5.91, Synergy_HSA=-6.67. (2) Drug 1: CC1C(C(=O)NC(C(=O)N2CCCC2C(=O)N(CC(=O)N(C(C(=O)O1)C(C)C)C)C)C(C)C)NC(=O)C3=C4C(=C(C=C3)C)OC5=C(C(=O)C(=C(C5=N4)C(=O)NC6C(OC(=O)C(N(C(=O)CN(C(=O)C7CCCN7C(=O)C(NC6=O)C(C)C)C)C)C(C)C)C)N)C. Drug 2: C1=CN(C(=O)N=C1N)C2C(C(C(O2)CO)O)O.Cl. Cell line: SF-268. Synergy scores: CSS=10.8, Synergy_ZIP=-9.35, Synergy_Bliss=-7.21, Synergy_Loewe=-11.9, Synergy_HSA=-5.63. (3) Drug 1: COC1=C(C=C2C(=C1)N=CN=C2NC3=CC(=C(C=C3)F)Cl)OCCCN4CCOCC4. Drug 2: C1CN(P(=O)(OC1)NCCCl)CCCl. Cell line: OVCAR3. Synergy scores: CSS=28.2, Synergy_ZIP=-0.950, Synergy_Bliss=2.94, Synergy_Loewe=-22.7, Synergy_HSA=1.98. (4) Drug 1: C#CCC(CC1=CN=C2C(=N1)C(=NC(=N2)N)N)C3=CC=C(C=C3)C(=O)NC(CCC(=O)O)C(=O)O. Drug 2: COC1=C2C(=CC3=C1OC=C3)C=CC(=O)O2. Cell line: SF-268. Synergy scores: CSS=-4.14, Synergy_ZIP=1.51, Synergy_Bliss=0.621, Synergy_Loewe=-1.26, Synergy_HSA=-1.54. (5) Drug 1: C1=NC2=C(N1)C(=S)N=CN2. Drug 2: COC1=NC(=NC2=C1N=CN2C3C(C(C(O3)CO)O)O)N. Cell line: SK-MEL-28. Synergy scores: CSS=-2.05, Synergy_ZIP=1.88, Synergy_Bliss=4.44, Synergy_Loewe=-1.73, Synergy_HSA=-1.01. (6) Synergy scores: CSS=21.6, Synergy_ZIP=-4.63, Synergy_Bliss=4.67, Synergy_Loewe=5.25, Synergy_HSA=5.28. Drug 1: CNC(=O)C1=CC=CC=C1SC2=CC3=C(C=C2)C(=NN3)C=CC4=CC=CC=N4. Cell line: KM12. Drug 2: C#CCC(CC1=CN=C2C(=N1)C(=NC(=N2)N)N)C3=CC=C(C=C3)C(=O)NC(CCC(=O)O)C(=O)O. (7) Drug 1: C1=CC=C(C(=C1)C(C2=CC=C(C=C2)Cl)C(Cl)Cl)Cl. Drug 2: CC1C(C(CC(O1)OC2CC(CC3=C2C(=C4C(=C3O)C(=O)C5=C(C4=O)C(=CC=C5)OC)O)(C(=O)CO)O)N)O.Cl. Cell line: SF-268. Synergy scores: CSS=56.7, Synergy_ZIP=-3.67, Synergy_Bliss=-3.36, Synergy_Loewe=0.141, Synergy_HSA=1.56. (8) Synergy scores: CSS=22.0, Synergy_ZIP=-1.04, Synergy_Bliss=-1.61, Synergy_Loewe=-1.04, Synergy_HSA=0.508. Cell line: MCF7. Drug 1: COC1=C(C=C2C(=C1)N=CN=C2NC3=CC(=C(C=C3)F)Cl)OCCCN4CCOCC4. Drug 2: CC12CCC3C(C1CCC2=O)CC(=C)C4=CC(=O)C=CC34C. (9) Drug 1: C1=CC(=CC=C1CCC2=CNC3=C2C(=O)NC(=N3)N)C(=O)NC(CCC(=O)O)C(=O)O. Drug 2: C1=NNC2=C1C(=O)NC=N2. Cell line: 786-0. Synergy scores: CSS=16.9, Synergy_ZIP=0.593, Synergy_Bliss=-2.98, Synergy_Loewe=-19.3, Synergy_HSA=-2.23. (10) Drug 1: CN(CC1=CN=C2C(=N1)C(=NC(=N2)N)N)C3=CC=C(C=C3)C(=O)NC(CCC(=O)O)C(=O)O. Drug 2: CC(C)NC(=O)C1=CC=C(C=C1)CNNC.Cl. Cell line: RPMI-8226. Synergy scores: CSS=26.2, Synergy_ZIP=-0.0250, Synergy_Bliss=0.848, Synergy_Loewe=-38.8, Synergy_HSA=-0.805.